Dataset: Catalyst prediction with 721,799 reactions and 888 catalyst types from USPTO. Task: Predict which catalyst facilitates the given reaction. (1) Reactant: [C:1]([O:5][C:6](=[O:26])[NH:7][C@:8]1([C:13]([NH:15][S:16]([C:19]2[CH:24]=[CH:23][CH:22]=[CH:21][C:20]=2[NH2:25])(=[O:18])=[O:17])=[O:14])[CH2:10][C@H:9]1[CH:11]=[CH2:12])([CH3:4])([CH3:3])[CH3:2].[C:27]([O:40][CH3:41])(=[O:39])[CH2:28][CH2:29][CH2:30][CH2:31][CH2:32][CH2:33][CH2:34][CH2:35][C:36]([O-])=[O:37].N1C2C=CC=CC=2N=N1.S(Cl)(Cl)=O.CCN(CC)CC. Product: [CH3:41][O:40][C:27](=[O:39])[CH2:28][CH2:29][CH2:30][CH2:31][CH2:32][CH2:33][CH2:34][CH2:35][C:36](=[O:37])[NH:25][C:20]1[CH:21]=[CH:22][CH:23]=[CH:24][C:19]=1[S:16](=[O:18])(=[O:17])[NH:15][C:13]([C@@:8]1([NH:7][C:6]([O:5][C:1]([CH3:2])([CH3:3])[CH3:4])=[O:26])[CH2:10][C@H:9]1[CH:11]=[CH2:12])=[O:14]. The catalyst class is: 79. (2) Reactant: [F:1][C:2]1[CH:7]=[CH:6][C:5]([CH2:8][S:9]([CH2:12][C@H:13]([NH:17][C@@H:18]([C:23]2[CH:28]=[CH:27][C:26]([F:29])=[CH:25][CH:24]=2)[C:19]([F:22])([F:21])[F:20])[C:14]([OH:16])=O)(=[O:11])=[O:10])=[CH:4][CH:3]=1.[NH2:30][C:31]1([C:37]#[N:38])[CH2:36][CH2:35][S:34][CH2:33][CH2:32]1.C(NC(C)C)(C)C.F[P-](F)(F)(F)(F)F.N1(OC(N(C)C)=[N+](C)C)C2N=CC=CC=2N=N1. Product: [C:37]([C:31]1([NH:30][C:14](=[O:16])[C@@H:13]([NH:17][C@@H:18]([C:23]2[CH:28]=[CH:27][C:26]([F:29])=[CH:25][CH:24]=2)[C:19]([F:20])([F:21])[F:22])[CH2:12][S:9]([CH2:8][C:5]2[CH:6]=[CH:7][C:2]([F:1])=[CH:3][CH:4]=2)(=[O:10])=[O:11])[CH2:36][CH2:35][S:34][CH2:33][CH2:32]1)#[N:38]. The catalyst class is: 3. (3) Reactant: [C:1]([C:5]1[CH:6]=[C:7]([C:12]2[CH:17]=[C:16]([C:18]3[CH:19]=[N:20][CH:21]=[CH:22][CH:23]=3)[C:15]([O:24]C)=[C:14]([C:26]([O:28]C)=[O:27])[CH:13]=2)[CH:8]=[C:9]([CH3:11])[CH:10]=1)([CH3:4])([CH3:3])[CH3:2].B(Cl)(Cl)Cl.CO.[OH-].[Li+]. Product: [C:1]([C:5]1[CH:6]=[C:7]([C:12]2[CH:17]=[C:16]([C:18]3[CH:19]=[N:20][CH:21]=[CH:22][CH:23]=3)[C:15]([OH:24])=[C:14]([C:26]([OH:28])=[O:27])[CH:13]=2)[CH:8]=[C:9]([CH3:11])[CH:10]=1)([CH3:4])([CH3:2])[CH3:3]. The catalyst class is: 4. (4) Reactant: [CH3:1][N:2]1[CH2:7][CH2:6][NH:5][CH2:4][CH2:3]1.Br[CH2:9][CH2:10][CH2:11][OH:12]. Product: [CH3:1][N:2]1[CH2:7][CH2:6][N:5]([CH2:9][CH2:10][CH2:11][OH:12])[CH2:4][CH2:3]1. The catalyst class is: 11. (5) Reactant: [CH3:1][S:2][C:3]1[N:8]=[C:7]([N:9]2[C:17]3[CH:16]=[CH:15][CH:14]=[C:13]([CH:18]=[O:19])[C:12]=3[CH:11]=[CH:10]2)[CH:6]=[CH:5][N:4]=1.[BH4-].[Na+].O. Product: [CH3:1][S:2][C:3]1[N:8]=[C:7]([N:9]2[C:17]3[C:12](=[C:13]([CH2:18][OH:19])[CH:14]=[CH:15][CH:16]=3)[CH:11]=[CH:10]2)[CH:6]=[CH:5][N:4]=1. The catalyst class is: 100. (6) Product: [CH2:1]([N:5]1[C:10]2=[CH:11][N:12]([CH2:18][C:19]3[CH:24]=[CH:23][C:22]([O:25][CH3:26])=[CH:21][CH:20]=3)[CH:13]=[C:9]2[C:8](=[O:14])[N:7]([CH3:15])[C:6]1=[O:16])[CH:2]([CH3:4])[CH3:3]. The catalyst class is: 18. Reactant: [CH2:1]([N:5]1[C:10]2=[CH:11][NH:12][CH:13]=[C:9]2[C:8](=[O:14])[N:7]([CH3:15])[C:6]1=[O:16])[CH:2]([CH3:4])[CH3:3].Cl[CH2:18][C:19]1[CH:24]=[CH:23][C:22]([O:25][CH3:26])=[CH:21][CH:20]=1.C(=O)([O-])[O-].[K+].[K+]. (7) The catalyst class is: 724. Product: [CH3:17][C:14]([CH3:15])([CH3:16])[CH2:13][O:12][C:9]1([C:6]2[CH:5]=[CH:4][C:3]([C:1]#[C:2][C:26]3[CH:27]=[CH:28][C:23]([CH2:22][C:21]([O:20][CH3:19])=[O:30])=[CH:24][CH:25]=3)=[CH:8][C:7]=2[CH3:31])[CH2:10][CH2:11]1. Reactant: [C:1]([C:3]1[CH:8]=[CH:7][C:6]([C:9]2([O:12][CH2:13][C:14]([CH3:17])([CH3:16])[CH3:15])[CH2:11][CH2:10]2)=[CH:5][C:4]=1C)#[CH:2].[CH3:19][O:20][C:21](=[O:30])[CH2:22][C:23]1[CH:28]=[CH:27][C:26](I)=[CH:25][CH:24]=1.[CH2:31](N(CC)CC)C. (8) The catalyst class is: 5. Reactant: [OH:1][C@@:2]1([C:9]#[C:10][C:11]2[CH:12]=[C:13]([N:17]3[C:25]4[C:20](=[CH:21][CH:22]=[C:23]([O:26][CH3:27])[CH:24]=4)[C:19]([C:28]([O:30]C)=O)=[N:18]3)[CH:14]=[CH:15][CH:16]=2)[CH2:6][CH2:5][N:4]([CH3:7])[C:3]1=[O:8].[NH3:32]. Product: [OH:1][C@@:2]1([C:9]#[C:10][C:11]2[CH:12]=[C:13]([N:17]3[C:25]4[C:20](=[CH:21][CH:22]=[C:23]([O:26][CH3:27])[CH:24]=4)[C:19]([C:28]([NH2:32])=[O:30])=[N:18]3)[CH:14]=[CH:15][CH:16]=2)[CH2:6][CH2:5][N:4]([CH3:7])[C:3]1=[O:8].